Dataset: Forward reaction prediction with 1.9M reactions from USPTO patents (1976-2016). Task: Predict the product of the given reaction. (1) Given the reactants [CH3:1][O:2][C:3](=[O:40])[C:4]1[CH:9]=[CH:8][C:7]([O:10][CH2:11][CH2:12][C:13]2[C:21]3[C:16](=[CH:17][CH:18]=[C:19]([Cl:22])[CH:20]=3)[N:15]([CH:23]([C:30]3[CH:35]=[CH:34][CH:33]=[CH:32][CH:31]=3)[C:24]3[CH:29]=[CH:28][CH:27]=[CH:26][CH:25]=3)[C:14]=2[CH2:36][CH2:37][CH2:38]O)=[CH:6][CH:5]=1.C1(P(C2C=CC=CC=2)C2C=CC=CC=2)C=CC=CC=1.C(Br)(Br)(Br)[Br:61], predict the reaction product. The product is: [CH3:1][O:2][C:3](=[O:40])[C:4]1[CH:9]=[CH:8][C:7]([O:10][CH2:11][CH2:12][C:13]2[C:21]3[C:16](=[CH:17][CH:18]=[C:19]([Cl:22])[CH:20]=3)[N:15]([CH:23]([C:30]3[CH:35]=[CH:34][CH:33]=[CH:32][CH:31]=3)[C:24]3[CH:29]=[CH:28][CH:27]=[CH:26][CH:25]=3)[C:14]=2[CH2:36][CH2:37][CH2:38][Br:61])=[CH:6][CH:5]=1. (2) Given the reactants [F:1][C:2]1[C:7]([F:8])=[C:6]([OH:9])[CH:5]=[CH:4][C:3]=1[CH2:10][N:11]1[C:16](=[O:17])[C:15]([C:18]([NH:20][C:21]2[CH:26]=[CH:25][C:24]([C:27]([F:30])([F:29])[F:28])=[CH:23][C:22]=2[C:31]2[CH:36]=[CH:35][CH:34]=[C:33]([O:37][CH3:38])[C:32]=2[O:39][CH3:40])=[O:19])=[C:14]([OH:41])[C@@:13]2([CH3:45])[CH2:42][CH2:43][CH2:44][N:12]12.Br[CH2:47][C:48]1[CH:53]=[CH:52][N:51]=[CH:50][CH:49]=1, predict the reaction product. The product is: [F:1][C:2]1[C:7]([F:8])=[C:6]([O:9][CH2:47][C:48]2[CH:53]=[CH:52][N:51]=[CH:50][CH:49]=2)[CH:5]=[CH:4][C:3]=1[CH2:10][N:11]1[C:16](=[O:17])[C:15]([C:18]([NH:20][C:21]2[CH:26]=[CH:25][C:24]([C:27]([F:28])([F:29])[F:30])=[CH:23][C:22]=2[C:31]2[CH:36]=[CH:35][CH:34]=[C:33]([O:37][CH3:38])[C:32]=2[O:39][CH3:40])=[O:19])=[C:14]([OH:41])[C@@:13]2([CH3:45])[CH2:42][CH2:43][CH2:44][N:12]12. (3) The product is: [C:49]([C:44]1[C:45](=[O:48])[N:46]([CH2:58][CH2:59][CH2:60][C:61]2[CH:66]=[CH:65][C:64]([Cl:67])=[CH:63][CH:62]=2)[N:47]=[C:42]([C:40]2[CH:39]=[CH:38][C:37]3[O:33][CH2:34][CH2:35][C:36]=3[CH:41]=2)[CH:43]=1)([OH:51])=[O:50]. Given the reactants ClC1C=CC=CC=1CCCN1C(=O)C(COS(C)(=O)=O)=CC(C2C=CC3OCCC=3C=2)=N1.[O:33]1[C:37]2[CH:38]=[CH:39][C:40]([C:42]3[CH:43]=[C:44]([C:49]([O:51]C)=[O:50])[C:45](=[O:48])[NH:46][N:47]=3)=[CH:41][C:36]=2[CH2:35][CH2:34]1.CS(O[CH2:58][CH2:59][CH2:60][C:61]1[CH:66]=[CH:65][C:64]([Cl:67])=[CH:63][CH:62]=1)(=O)=O, predict the reaction product. (4) Given the reactants C(OC(=O)[NH:7][C:8]1[CH:9]=[N:10][C:11]([S:41]([CH2:44][CH3:45])(=[O:43])=[O:42])=[CH:12][C:13]=1[C:14]#[C:15][CH2:16][C:17]([OH:40])([C:36]([F:39])([F:38])[F:37])[CH2:18][C:19]([C:22]1[CH:27]=[CH:26][CH:25]=[CH:24][C:23]=1[S:28](=[O:35])(=[O:34])[N:29]=CN(C)C)([CH3:21])[CH3:20])(C)(C)C.C1CCN2C(=NCCC2)CC1.O, predict the reaction product. The product is: [CH2:44]([S:41]([C:11]1[CH:12]=[C:13]2[CH:14]=[C:15]([CH2:16][C:17]([OH:40])([C:36]([F:39])([F:37])[F:38])[CH2:18][C:19]([C:22]3[CH:27]=[CH:26][CH:25]=[CH:24][C:23]=3[S:28]([NH2:29])(=[O:35])=[O:34])([CH3:21])[CH3:20])[NH:7][C:8]2=[CH:9][N:10]=1)(=[O:42])=[O:43])[CH3:45]. (5) Given the reactants Br[C:2]1[NH:20][C:5]2[N:6]=[CH:7][N:8]=[C:9]([NH:10][C:11]3[CH:12]=[C:13]4[C:17](=[CH:18][CH:19]=3)[NH:16][N:15]=[CH:14]4)[C:4]=2[CH:3]=1.[CH3:21][S:22]([O-:24])=[O:23].[Na+].CNCCNC, predict the reaction product. The product is: [NH:16]1[C:17]2[C:13](=[CH:12][C:11]([NH:10][C:9]3[C:4]4[CH:3]=[C:2]([S:22]([CH3:21])(=[O:24])=[O:23])[NH:20][C:5]=4[N:6]=[CH:7][N:8]=3)=[CH:19][CH:18]=2)[CH:14]=[N:15]1. (6) Given the reactants Cl[C:2]1[N:11]=[C:10]([NH:12][CH2:13][CH:14]([C:21]2[CH:26]=[CH:25][CH:24]=[CH:23][CH:22]=2)[C:15]2[CH:20]=[CH:19][CH:18]=[CH:17][CH:16]=2)[C:9]2[C:4](=[CH:5][CH:6]=[CH:7][CH:8]=2)[N:3]=1.[NH:27]1[CH:31]=[CH:30][CH:29]=[N:28]1.C1(C(C2C=CC=CC=2)CNC2C3C(=CC=CC=3)N=C(N3C=CN=C3)N=2)C=CC=CC=1, predict the reaction product. The product is: [C:15]1([CH:14]([C:21]2[CH:26]=[CH:25][CH:24]=[CH:23][CH:22]=2)[CH2:13][NH:12][C:10]2[C:9]3[C:4](=[CH:5][CH:6]=[CH:7][CH:8]=3)[N:3]=[C:2]([N:27]3[CH:31]=[CH:30][CH:29]=[N:28]3)[N:11]=2)[CH:20]=[CH:19][CH:18]=[CH:17][CH:16]=1. (7) Given the reactants [Cl:1][C:2]1[S:6][C:5]([C:7]([NH:9][CH2:10][C@@H:11]2[O:15][C:14](=[O:16])[N:13]([C:17]3[CH:22]=[CH:21][C:20]([N:23]4[CH2:28][CH2:27][O:26][CH2:25][C:24]4=[O:29])=[CH:19][C:18]=3[F:30])[CH2:12]2)=[O:8])=[CH:4][CH:3]=1.C[Si](C)(C)[N-][Si](C)(C)C.[Li+].[CH2:41]1[CH2:45]OC[CH2:42]1.IC=CC.[Cl-].[NH4+], predict the reaction product. The product is: [CH2:45]([CH:25]1[O:26][CH2:27][CH2:28][N:23]([C:20]2[CH:21]=[CH:22][C:17]([N:13]3[CH2:12][C@H:11]([CH2:10][NH:9][C:7]([C:5]4[S:6][C:2]([Cl:1])=[CH:3][CH:4]=4)=[O:8])[O:15][C:14]3=[O:16])=[C:18]([F:30])[CH:19]=2)[C:24]1=[O:29])[CH:41]=[CH2:42].